Dataset: Full USPTO retrosynthesis dataset with 1.9M reactions from patents (1976-2016). Task: Predict the reactants needed to synthesize the given product. (1) Given the product [C:25]([O:29][C:30]([N:32]1[CH2:37][CH2:36][CH:35]([O:38][C:39]2[CH:47]=[CH:46][C:45]([Cl:48])=[CH:44][C:40]=2[C:41](=[O:42])[NH:10][CH3:11])[CH2:34][CH2:33]1)=[O:31])([CH3:28])([CH3:27])[CH3:26], predict the reactants needed to synthesize it. The reactants are: F[P-](F)(F)(F)(F)F.Br[P+](N1CCCC1)(N1CCCC1)[N:10]1CCC[CH2:11]1.[C:25]([O:29][C:30]([N:32]1[CH2:37][CH2:36][CH:35]([O:38][C:39]2[CH:47]=[CH:46][C:45]([Cl:48])=[CH:44][C:40]=2[C:41](O)=[O:42])[CH2:34][CH2:33]1)=[O:31])([CH3:28])([CH3:27])[CH3:26].CN. (2) Given the product [CH3:17][O:18][C:19]1[CH:25]=[CH:24][C:22]([NH:23][C:2]2[N:3]=[N:4][C:5]([CH2:10][C:11]3[CH:16]=[CH:15][N:14]=[CH:13][CH:12]=3)=[C:6]([CH3:9])[C:7]=2[CH3:8])=[CH:21][CH:20]=1, predict the reactants needed to synthesize it. The reactants are: Cl[C:2]1[N:3]=[N:4][C:5]([CH2:10][C:11]2[CH:16]=[CH:15][N:14]=[CH:13][CH:12]=2)=[C:6]([CH3:9])[C:7]=1[CH3:8].[CH3:17][O:18][C:19]1[CH:25]=[CH:24][C:22]([NH2:23])=[CH:21][CH:20]=1. (3) Given the product [ClH:10].[CH:1]1([N:4]2[CH2:9][CH2:8][N:7]([C:11]3[CH:20]=[CH:19][C:18]4[C:13](=[C:14]([F:22])[CH:15]=[C:16]([F:21])[CH:17]=4)[N:12]=3)[CH2:6][CH2:5]2)[CH2:3][CH2:2]1, predict the reactants needed to synthesize it. The reactants are: [CH:1]1([N:4]2[CH2:9][CH2:8][NH:7][CH2:6][CH2:5]2)[CH2:3][CH2:2]1.[Cl:10][C:11]1[CH:20]=[CH:19][C:18]2[C:13](=[C:14]([F:22])[CH:15]=[C:16]([F:21])[CH:17]=2)[N:12]=1. (4) The reactants are: [N+:1]([O-:4])(O)=[O:2].[O:5]1[CH2:8][CH:7]([C:9]2[CH:14]=[CH:13][C:12]([NH:15][C:16](=[O:18])[CH3:17])=[CH:11][CH:10]=2)[CH2:6]1.[N+]([O-])(O)=O.C(Cl)Cl.[NH4+].[OH-]. Given the product [N+:1]([C:11]1[CH:10]=[C:9]([CH:7]2[CH2:8][O:5][CH2:6]2)[CH:14]=[CH:13][C:12]=1[NH:15][C:16](=[O:18])[CH3:17])([O-:4])=[O:2], predict the reactants needed to synthesize it. (5) Given the product [Cl:15][C:16]1[CH:17]=[C:18]([C:19]([N:8]2[C:7]3[CH:12]=[C:3]([C:2]([F:1])([F:13])[F:14])[CH:4]=[CH:5][C:6]=3[O:11][CH2:10][CH2:9]2)=[O:20])[CH:22]=[C:23]([Cl:26])[C:24]=1[OH:25], predict the reactants needed to synthesize it. The reactants are: [F:1][C:2]([F:14])([F:13])[C:3]1[CH:4]=[CH:5][C:6]2[O:11][CH2:10][CH2:9][NH:8][C:7]=2[CH:12]=1.[Cl:15][C:16]1[CH:17]=[C:18]([CH:22]=[C:23]([Cl:26])[C:24]=1[OH:25])[C:19](Cl)=[O:20]. (6) Given the product [NH2:6][CH:9]([C:11]1[CH:16]=[CH:15][C:14]([NH:17][C:18](=[S:34])[NH:19][C:20]2[CH:21]=[CH:22][C:23]([NH:26][C:27]([C:29]3[O:30][CH:31]=[CH:32][CH:33]=3)=[O:28])=[CH:24][CH:25]=2)=[CH:13][C:12]=1[Cl:35])[CH3:10], predict the reactants needed to synthesize it. The reactants are: O.O.[Sn](Cl)Cl.[N:6]([CH:9]([C:11]1[CH:16]=[CH:15][C:14]([NH:17][C:18](=[S:34])[NH:19][C:20]2[CH:25]=[CH:24][C:23]([NH:26][C:27]([C:29]3[O:30][CH:31]=[CH:32][CH:33]=3)=[O:28])=[CH:22][CH:21]=2)=[CH:13][C:12]=1[Cl:35])[CH3:10])=[N+]=[N-]. (7) Given the product [CH2:11]1[N:21]([N+:22]([O-:24])=[O:23])[CH2:4][N:3]([N+:28]([O-:30])=[O:29])[CH2:2][N:6]([N+:7]([O-:9])=[O:8])[CH2:5][N:10]1[N+:25]([O-:27])=[O:26], predict the reactants needed to synthesize it. The reactants are: C12N([N+]([O-])=O)C3[N:21]([N+:22]([O-:24])=[O:23])[CH:4]4[CH:5]([N:10]([N+:25]([O-:27])=[O:26])[CH:11]3N1[N+]([O-])=O)[N:6]([N+:7]([O-:9])=[O:8])[CH:2]2[N:3]4[N+:28]([O-:30])=[O:29]. (8) Given the product [Br:1][C:2]1[CH:3]=[CH:4][C:5]([C:8]([CH3:19])([CH3:18])[CH2:9][OH:10])=[CH:6][CH:7]=1, predict the reactants needed to synthesize it. The reactants are: [Br:1][C:2]1[CH:7]=[CH:6][C:5]([C:8]([CH3:19])([CH3:18])[CH2:9][O:10][Si](C(C)(C)C)(C)C)=[CH:4][CH:3]=1.Cl.CO. (9) Given the product [NH2:12][C:8]1[C:7]2[N:13]=[C:14]([CH2:23][O:24][CH2:25][CH3:26])[N:15]([CH2:16][CH2:17][CH2:18][O:19][CH:20]([CH3:22])[CH3:21])[C:6]=2[C:5]2[CH:4]=[CH:3][C:2]([N:27]3[CH:32]=[CH:31][CH:30]=[CH:29][C:28]3=[O:33])=[CH:11][C:10]=2[N:9]=1, predict the reactants needed to synthesize it. The reactants are: Br[C:2]1[CH:3]=[CH:4][C:5]2[C:6]3[N:15]([CH2:16][CH2:17][CH2:18][O:19][CH:20]([CH3:22])[CH3:21])[C:14]([CH2:23][O:24][CH2:25][CH3:26])=[N:13][C:7]=3[C:8]([NH2:12])=[N:9][C:10]=2[CH:11]=1.[NH:27]1[CH:32]=[CH:31][CH:30]=[CH:29][C:28]1=[O:33].CNCCNC.P([O-])([O-])([O-])=O.[K+].[K+].[K+]. (10) The reactants are: [F:1][C:2]1[CH:3]=[C:4]([CH:13]([CH3:17])[C:14]([OH:16])=O)[CH:5]=[N:6][C:7]=1[NH:8][S:9]([CH3:12])(=[O:11])=[O:10].CN(C)CCCN=C=NCC.C1C=CC2N(O)N=NC=2C=1.[Cl:39][C:40]1[CH:41]=[C:42]([N:46]2[C:50]([CH2:51][NH2:52])=[CH:49][C:48]([C:53]([F:56])([F:55])[F:54])=[N:47]2)[CH:43]=[CH:44][CH:45]=1. Given the product [Cl:39][C:40]1[CH:41]=[C:42]([N:46]2[C:50]([CH2:51][NH:52][C:14](=[O:16])[CH:13]([C:4]3[CH:5]=[N:6][C:7]([NH:8][S:9]([CH3:12])(=[O:10])=[O:11])=[C:2]([F:1])[CH:3]=3)[CH3:17])=[CH:49][C:48]([C:53]([F:54])([F:55])[F:56])=[N:47]2)[CH:43]=[CH:44][CH:45]=1, predict the reactants needed to synthesize it.